Dataset: NCI-60 drug combinations with 297,098 pairs across 59 cell lines. Task: Regression. Given two drug SMILES strings and cell line genomic features, predict the synergy score measuring deviation from expected non-interaction effect. (1) Drug 2: C1CC(=O)NC(=O)C1N2C(=O)C3=CC=CC=C3C2=O. Drug 1: CC1=C(C(CCC1)(C)C)C=CC(=CC=CC(=CC(=O)O)C)C. Synergy scores: CSS=18.4, Synergy_ZIP=-5.74, Synergy_Bliss=0.627, Synergy_Loewe=-11.6, Synergy_HSA=0.648. Cell line: A549. (2) Drug 1: COC1=NC(=NC2=C1N=CN2C3C(C(C(O3)CO)O)O)N. Drug 2: CC1=C2C(C(=O)C3(C(CC4C(C3C(C(C2(C)C)(CC1OC(=O)C(C(C5=CC=CC=C5)NC(=O)OC(C)(C)C)O)O)OC(=O)C6=CC=CC=C6)(CO4)OC(=O)C)O)C)O. Cell line: UACC-257. Synergy scores: CSS=-4.94, Synergy_ZIP=2.96, Synergy_Bliss=-0.283, Synergy_Loewe=-7.94, Synergy_HSA=-6.49. (3) Drug 1: C1C(C(OC1N2C=NC3=C(N=C(N=C32)Cl)N)CO)O. Drug 2: C(CC(=O)O)C(=O)CN.Cl. Cell line: SR. Synergy scores: CSS=68.5, Synergy_ZIP=-0.460, Synergy_Bliss=-0.898, Synergy_Loewe=-20.2, Synergy_HSA=0.373. (4) Synergy scores: CSS=-9.81, Synergy_ZIP=2.16, Synergy_Bliss=-7.82, Synergy_Loewe=-35.0, Synergy_HSA=-15.3. Cell line: MDA-MB-435. Drug 1: CS(=O)(=O)C1=CC(=C(C=C1)C(=O)NC2=CC(=C(C=C2)Cl)C3=CC=CC=N3)Cl. Drug 2: C1=NC2=C(N=C(N=C2N1C3C(C(C(O3)CO)O)O)F)N. (5) Cell line: EKVX. Drug 1: CC12CCC(CC1=CCC3C2CCC4(C3CC=C4C5=CN=CC=C5)C)O. Synergy scores: CSS=18.3, Synergy_ZIP=-4.80, Synergy_Bliss=0.803, Synergy_Loewe=-5.61, Synergy_HSA=-0.246. Drug 2: CNC(=O)C1=NC=CC(=C1)OC2=CC=C(C=C2)NC(=O)NC3=CC(=C(C=C3)Cl)C(F)(F)F. (6) Drug 1: C1=NC2=C(N1)C(=S)N=C(N2)N. Drug 2: CC1CCC2CC(C(=CC=CC=CC(CC(C(=O)C(C(C(=CC(C(=O)CC(OC(=O)C3CCCCN3C(=O)C(=O)C1(O2)O)C(C)CC4CCC(C(C4)OC)O)C)C)O)OC)C)C)C)OC. Cell line: RPMI-8226. Synergy scores: CSS=34.6, Synergy_ZIP=-4.99, Synergy_Bliss=-9.30, Synergy_Loewe=-7.56, Synergy_HSA=-5.36.